From a dataset of Catalyst prediction with 721,799 reactions and 888 catalyst types from USPTO. Predict which catalyst facilitates the given reaction. (1) Reactant: Cl.[F:2][C:3]1[C:10]([O:11][CH3:12])=[CH:9][CH:8]=[CH:7][C:4]=1[CH2:5][NH2:6].[NH2:13][C:14]1[N:22]=[CH:21][CH:20]=[CH:19][C:15]=1[C:16](O)=[O:17].CCN=C=NCCCN(C)C.N1C=CC=CC=1. Product: [F:2][C:3]1[C:10]([O:11][CH3:12])=[CH:9][CH:8]=[CH:7][C:4]=1[CH2:5][NH:6][C:16](=[O:17])[C:15]1[CH:19]=[CH:20][CH:21]=[N:22][C:14]=1[NH2:13]. The catalyst class is: 6. (2) Reactant: C(OC([NH:8][CH2:9][C@H:10]1[CH2:15][CH2:14][C@H:13]([C:16]([NH:18][C@@H:19]([CH2:43][C:44]2[CH:49]=[CH:48][C:47]([C:50]3[CH:55]=[CH:54][C:53]([C:56](=[O:61])[NH:57][CH:58]([CH3:60])[CH3:59])=[CH:52][C:51]=3[CH3:62])=[CH:46][CH:45]=2)[C:20]([NH:22][C:23]2[CH:28]=[CH:27][C:26]([C:29]3[NH:30][C:31]([CH2:34][CH2:35][C:36]([O:38]C(C)(C)C)=[O:37])=[N:32][N:33]=3)=[CH:25][CH:24]=2)=[O:21])=[O:17])[CH2:12][CH2:11]1)=O)(C)(C)C.[ClH:63]. Product: [ClH:63].[NH2:8][CH2:9][C@H:10]1[CH2:11][CH2:12][C@H:13]([C:16]([NH:18][C@@H:19]([CH2:43][C:44]2[CH:45]=[CH:46][C:47]([C:50]3[CH:55]=[CH:54][C:53]([C:56](=[O:61])[NH:57][CH:58]([CH3:59])[CH3:60])=[CH:52][C:51]=3[CH3:62])=[CH:48][CH:49]=2)[C:20]([NH:22][C:23]2[CH:28]=[CH:27][C:26]([C:29]3[NH:30][C:31]([CH2:34][CH2:35][C:36]([OH:38])=[O:37])=[N:32][N:33]=3)=[CH:25][CH:24]=2)=[O:21])=[O:17])[CH2:14][CH2:15]1. The catalyst class is: 169. (3) Reactant: C1(P(C2C=CC=CC=2)C2C=CC=CC=2)C=CC=CC=1.N(C(OCC)=O)=NC(OCC)=O.O[C:33]1[C:34]([C:42]2([CH2:57][OH:58])[C:50]3[C:45](=[N:46][CH:47]=[CH:48][CH:49]=3)[N:44]([CH2:51][CH2:52][CH2:53][CH2:54][CH3:55])[C:43]2=[O:56])=[CH:35][C:36]2[O:40][CH2:39][O:38][C:37]=2[CH:41]=1. Product: [CH2:51]([N:44]1[C:45]2=[N:46][CH:47]=[CH:48][CH:49]=[C:50]2[C:42]2([C:34]3=[CH:35][C:36]4[O:40][CH2:39][O:38][C:37]=4[CH:41]=[C:33]3[O:58][CH2:57]2)[C:43]1=[O:56])[CH2:52][CH2:53][CH2:54][CH3:55]. The catalyst class is: 1. (4) Reactant: I[C:2]1[CH:11]=[CH:10][C:5]2[N:6]=[C:7]([CH3:9])[S:8][C:4]=2[CH:3]=1.C([Mg]Cl)(C)C.[CH3:17][S:18][C:19](SC)=[C:20]1[C:25](=[O:26])[O:24][C:23]([CH3:28])([CH3:27])[O:22][C:21]1=[O:29]. Product: [CH3:27][C:23]1([CH3:28])[O:24][C:25](=[O:26])[C:20](=[C:19]([C:2]2[CH:11]=[CH:10][C:5]3[N:6]=[C:7]([CH3:9])[S:8][C:4]=3[CH:3]=2)[S:18][CH3:17])[C:21](=[O:29])[O:22]1. The catalyst class is: 1. (5) Reactant: [F:1][C:2]1[CH:7]=[C:6]([N+:8]([O-:10])=[O:9])[CH:5]=[CH:4][C:3]=1[N:11]1[CH2:16][CH2:15][CH:14]([C:17]2[O:21][C:20](=[O:22])[NH:19][N:18]=2)[CH2:13][CH2:12]1.[CH2:23](Br)[CH3:24].C([O-])([O-])=O.[K+].[K+]. Product: [CH2:23]([N:19]1[N:18]=[C:17]([CH:14]2[CH2:15][CH2:16][N:11]([C:3]3[CH:4]=[CH:5][C:6]([N+:8]([O-:10])=[O:9])=[CH:7][C:2]=3[F:1])[CH2:12][CH2:13]2)[O:21][C:20]1=[O:22])[CH3:24]. The catalyst class is: 3.